From a dataset of Full USPTO retrosynthesis dataset with 1.9M reactions from patents (1976-2016). Predict the reactants needed to synthesize the given product. Given the product [Cl:1][C:2]1[N:7]=[N:6][C:5]([N:8]2[C:12](=[O:13])[C:11](=[C:14]([NH:29][NH:28][C:26]([C:25]3[CH:30]=[CH:31][C:22]([C:20]([O:19][CH3:18])=[O:21])=[CH:23][CH:24]=3)=[O:27])[CH3:15])[C:10]([CH3:17])=[N:9]2)=[CH:4][CH:3]=1, predict the reactants needed to synthesize it. The reactants are: [Cl:1][C:2]1[N:7]=[N:6][C:5]([N:8]2[C:12]([OH:13])=[C:11]([C:14](=O)[CH3:15])[C:10]([CH3:17])=[N:9]2)=[CH:4][CH:3]=1.[CH3:18][O:19][C:20]([C:22]1[CH:31]=[CH:30][C:25]([C:26]([NH:28][NH2:29])=[O:27])=[CH:24][CH:23]=1)=[O:21].